This data is from Peptide-MHC class I binding affinity with 185,985 pairs from IEDB/IMGT. The task is: Regression. Given a peptide amino acid sequence and an MHC pseudo amino acid sequence, predict their binding affinity value. This is MHC class I binding data. (1) The peptide sequence is RWRVYLRRK. The MHC is HLA-B57:01 with pseudo-sequence HLA-B57:01. The binding affinity (normalized) is 0.0847. (2) The peptide sequence is SVYAWERKK. The MHC is HLA-A03:01 with pseudo-sequence HLA-A03:01. The binding affinity (normalized) is 0.547. (3) The peptide sequence is LIGARRTSF. The MHC is HLA-B15:03 with pseudo-sequence HLA-B15:03. The binding affinity (normalized) is 0.522. (4) The peptide sequence is LAKAIITPI. The MHC is HLA-B07:02 with pseudo-sequence HLA-B07:02. The binding affinity (normalized) is 0. (5) The peptide sequence is RIYDPLWFQ. The MHC is HLA-A26:01 with pseudo-sequence HLA-A26:01. The binding affinity (normalized) is 0.0847. (6) The peptide sequence is AEMRETHWL. The MHC is BoLA-T2b with pseudo-sequence BoLA-T2b. The binding affinity (normalized) is 0.583.